This data is from Full USPTO retrosynthesis dataset with 1.9M reactions from patents (1976-2016). The task is: Predict the reactants needed to synthesize the given product. (1) Given the product [Cl:1][C:2]1[C:11]([CH:12]=[O:13])=[CH:10][C:9]2[C:4](=[CH:5][CH:6]=[C:7]([OH:14])[CH:8]=2)[N:3]=1, predict the reactants needed to synthesize it. The reactants are: [Cl:1][C:2]1[C:11]([CH:12]=[O:13])=[CH:10][C:9]2[C:4](=[CH:5][CH:6]=[C:7]([O:14]C)[CH:8]=2)[N:3]=1.B(Br)(Br)Br. (2) Given the product [Cl:1][C:2]1[CH:3]=[CH:4][C:5]([C:6]([N:8]2[CH2:14][C:13]3[CH:15]=[CH:16][C:17]([O:19][CH:37]([CH3:42])[CH3:38])=[CH:18][C:12]=3[N:11]([CH2:20][C:21]3[CH:26]=[CH:25][C:24]([C:27]([N:29]4[CH2:30][CH:31]=[CH:32][CH2:33]4)=[O:28])=[CH:23][CH:22]=3)[C:10](=[O:34])[CH2:9]2)=[O:7])=[CH:35][CH:36]=1, predict the reactants needed to synthesize it. The reactants are: [Cl:1][C:2]1[CH:36]=[CH:35][C:5]([C:6]([N:8]2[CH2:14][C:13]3[CH:15]=[CH:16][C:17]([OH:19])=[CH:18][C:12]=3[N:11]([CH2:20][C:21]3[CH:26]=[CH:25][C:24]([C:27]([N:29]4[CH2:33][CH:32]=[CH:31][CH2:30]4)=[O:28])=[CH:23][CH:22]=3)[C:10](=[O:34])[CH2:9]2)=[O:7])=[CH:4][CH:3]=1.[C:37]1(P(C2C=CC=CC=2)C2C=CC=CC=2)[CH:42]=CC=C[CH:38]=1.C(O)(C)C.CCOC(/N=N/C(OCC)=O)=O. (3) Given the product [O:8]1[C:7]2[C:2](=[N:3][CH:4]=[CH:5][CH:6]=2)[O:1][CH2:17][CH2:16]1, predict the reactants needed to synthesize it. The reactants are: [OH:1][C:2]1[C:7]([OH:8])=[CH:6][CH:5]=[CH:4][N:3]=1.C(=O)([O-])[O-].[K+].[K+].Br[CH2:16][CH2:17]Br. (4) Given the product [NH2:37][C:23]1[C:24]2[CH:25]=[CH:26][CH:27]=[C:18]([S:15]([N:12]3[CH2:13][CH2:14][CH:10]([NH:8][CH3:9])[CH2:11]3)(=[O:17])=[O:16])[C:19]=2[C:20]([Br:29])=[CH:21][N:22]=1.[ClH:28], predict the reactants needed to synthesize it. The reactants are: C(OC([N:8]([CH:10]1[CH2:14][CH2:13][N:12]([S:15]([C:18]2[C:19]3[C:20]([Br:29])=[CH:21][N:22]=[C:23]([Cl:28])[C:24]=3[CH:25]=[CH:26][CH:27]=2)(=[O:17])=[O:16])[CH2:11]1)[CH3:9])=O)(C)(C)C.C(OC([NH:37][C@H]1CCN(S(C2C3C(Cl)=CN=C(Cl)C=3C=CC=2)(=O)=O)C1)=O)(C)(C)C. (5) Given the product [OH:1][CH:2]1[CH2:7][CH2:6][CH2:5][O:4][C:3]1([CH3:18])[C:8]([OH:10])=[O:9], predict the reactants needed to synthesize it. The reactants are: [OH:1][CH:2]1[CH2:7][CH2:6][CH2:5][O:4][C:3]1([CH3:18])[C:8]([O:10]CC1C=CC=CC=1)=[O:9]. (6) Given the product [CH2:11]([N:8]1[C:9]2[C:5](=[C:4]([O:20][CH3:21])[CH:3]=[C:2]([C:22]3[CH:27]=[CH:26][CH:25]=[CH:24][CH:23]=3)[CH:10]=2)[C:6]([C:13](=[O:19])[C:14]([N:16]([CH3:18])[CH3:17])=[O:15])=[CH:7]1)[CH3:12], predict the reactants needed to synthesize it. The reactants are: Br[C:2]1[CH:10]=[C:9]2[C:5]([C:6]([C:13](=[O:19])[C:14]([N:16]([CH3:18])[CH3:17])=[O:15])=[CH:7][N:8]2[CH2:11][CH3:12])=[C:4]([O:20][CH3:21])[CH:3]=1.[C:22]1(B(O)O)[CH:27]=[CH:26][CH:25]=[CH:24][CH:23]=1.C(=O)([O-])[O-].[K+].[K+].O1CCOCC1.